This data is from Experimentally validated miRNA-target interactions with 360,000+ pairs, plus equal number of negative samples. The task is: Binary Classification. Given a miRNA mature sequence and a target amino acid sequence, predict their likelihood of interaction. (1) The miRNA is ssc-miR-187 with sequence UCGUGUCUUGUGUUGCAGCCGG. The protein sequence of the target gene is MALAGLCALLACCWGPAAVLATAAGDVDPSKELECKLKSITVSALPFLRENDLSIMHSPSASEPKLLFSVRNDFPGEMVVVDDLENTELPYFVLEISGNTEDIPLVRWRQQWLENGTLLFHIHHQDGAPSLPGQDPTEEPQHESAEEELRILHISVMGGMIALLLSILCLVMILYTRRRWCKRRRVPQPQKSASAEAANEIHYIPSVLIGGHGRESLRNARVQGHNSSGTLSIRETPILDGYEYDITDLRHHLQRECMNGGEDFASQVTRTLDSLQGCNEKSGMDLTPGSDNAKLSLMNK.... Result: 0 (no interaction). (2) The miRNA is hsa-miR-937-5p with sequence GUGAGUCAGGGUGGGGCUGG. The protein sequence of the target gene is MSLDIQSLDIQCEELSDARWAELLPLLQQCQVVRLDDCGLTEARCKDISSALRVNPALAELNLRSNELGDVGVHCVLQGLQTPSCKIQKLSLQNCCLTGAGCGVLSSTLRTLPTLQELHLSDNLLGDAGLQLLCEGLLDPQCRLEKLQLEYCSLSAASCEPLASVLRAKPDFKELTVSNNDINEAGVRVLCQGLKDSPCQLEALKLESCGVTSDNCRDLCGIVASKASLRELALGSNKLGDVGMAELCPGLLHPSSRLRTLWIWECGITAKGCGDLCRVLRAKESLKELSLAGNELGDEG.... Result: 0 (no interaction). (3) The protein sequence of the target gene is MSQAVQTNGTQPLSKTWELSLYELQRTPQEAITDGLEIVVSPRSLHSELMCPICLDMLKNTMTTKECLHRFCADCIITALRSGNKECPTCRKKLVSKRSLRPDPNFDALISKIYPSRDEYEAHQERVLARINKHNNQQALSHSIEEGLKIQAMNRLQRGKKQQIENGSGAEDNGDSSHCSNASTHSNQEAGPSNKRTKTSDDSGLELDNNNAAVAIDPVMDGASEIELVFRPHPTLMEKDDSAQTRYIKTSGNATVDHLSKYLAVRLALEELRSKGESNQMNLDTASEKQYTIYIATASG.... Result: 0 (no interaction). The miRNA is hsa-miR-4760-5p with sequence UUUAGAUUGAACAUGAAGUUAG. (4) The miRNA is hsa-miR-4647 with sequence GAAGAUGGUGCUGUGCUGAGGAA. The protein sequence of the target gene is MRLALLWALGLLGAGSPLPSWPLPNIGGTEEQQAESEKAPREPLEPQVLQDDLPISLKKVLQTSLPEPLRIKLELDGDSHILELLQNRELVPGRPTLVWYQPDGTRVVSEGHTLENCCYQGRVRGYAGSWVSICTCSGLRGLVVLTPERSYTLEQGPGDLQGPPIISRIQDLHLPGHTCALSWRESVHTQKPPEHPLGQRHIRRRRDVVTETKTVELVIVADHSEAQKYRDFQHLLNRTLEVALLLDTFFRPLNVRVALVGLEAWTQRDLVEISPNPAVTLENFLHWRRAHLLPRLPHDS.... Result: 0 (no interaction). (5) The protein sequence of the target gene is MTQSVVVQVGQCGNQIGCCFWDLALREHAAVNQKGIYDEAISSFFRNVDTRVVGDGGSISKGKICSLKARAVLIDMEEGVVNEILQGPLRDVFDTKQLITDISGSGNNWAVGHKVFGSLYQDQILEKFRKSAEHCDCLQCFFIIHSMGGGTGSGLGTFLLKVLEDEFPEVYRFVTSIYPSGEDDVITSPYNSILAMKELNEHADCVLPIDNQSLFDIISKIDLMVNSGKLGTTVKPKSLVTSSSGALKKQHKKPFDAMNNIVANLLLNLTSSARFEGSLNMDLNEISMNLVPFPQLHYLV.... Result: 0 (no interaction). The miRNA is mmu-miR-30e-5p with sequence UGUAAACAUCCUUGACUGGAAG.